This data is from Full USPTO retrosynthesis dataset with 1.9M reactions from patents (1976-2016). The task is: Predict the reactants needed to synthesize the given product. (1) Given the product [Cl:21][CH2:20][CH2:19][CH2:18][CH2:17][CH2:16][N:10]1[CH:9]([C:4]2[CH:5]=[CH:6][C:7]([F:8])=[C:2]([F:1])[CH:3]=2)[CH2:13][O:12][C:11]1=[O:14], predict the reactants needed to synthesize it. The reactants are: [F:1][C:2]1[CH:3]=[C:4]([CH:9]2[CH2:13][O:12][C:11](=[O:14])[NH:10]2)[CH:5]=[CH:6][C:7]=1[F:8].Br[CH2:16][CH2:17][CH2:18][CH2:19][CH2:20][Cl:21]. (2) Given the product [CH3:1][C:2]1[O:6][N:5]=[C:4]([C:7]2[CH:12]=[CH:11][CH:10]=[CH:9][CH:8]=2)[C:3]=1[C:13]1[CH:14]=[CH:16][N:27]=[C:28]([NH2:30])[N:29]=1, predict the reactants needed to synthesize it. The reactants are: [CH3:1][C:2]1[O:6][N:5]=[C:4]([C:7]2[CH:12]=[CH:11][CH:10]=[CH:9][CH:8]=2)[C:3]=1[C:13](=O)[CH3:14].[CH3:16]OC(OC)N(C)C.[Na+].[Cl-].Cl.[NH2:27][C:28]([NH2:30])=[NH:29].C[O-].[Na+]. (3) Given the product [F:40][C:25]1([F:24])[O:29][C:28]2[CH:30]=[CH:31][C:32]([C:34]3([C:37]([NH:2][C@@H:3]4[C:12]5[C:7](=[CH:8][N:9]=[CH:10][CH:11]=5)[O:6][C@H:5]([C:13]5[CH:14]=[C:15]([CH:21]=[CH:22][CH:23]=5)[C:16]([O:18][CH2:19][CH3:20])=[O:17])[CH2:4]4)=[O:38])[CH2:35][CH2:36]3)=[CH:33][C:27]=2[O:26]1, predict the reactants needed to synthesize it. The reactants are: Cl.[NH2:2][C@@H:3]1[C:12]2[C:7](=[CH:8][N:9]=[CH:10][CH:11]=2)[O:6][C@H:5]([C:13]2[CH:14]=[C:15]([CH:21]=[CH:22][CH:23]=2)[C:16]([O:18][CH2:19][CH3:20])=[O:17])[CH2:4]1.[F:24][C:25]1([F:40])[O:29][C:28]2[CH:30]=[CH:31][C:32]([C:34]3([C:37](O)=[O:38])[CH2:36][CH2:35]3)=[CH:33][C:27]=2[O:26]1.F[P-](F)(F)(F)(F)F.N1(OC(N(C)C)=[N+](C)C)C2N=CC=CC=2N=N1.C(N(CC)CC)C. (4) Given the product [NH2:11][C:12]1[CH:20]=[C:19]([C:2]2[N:3]=[C:4]([NH:11][C:12]3[CH:13]=[C:14]4[C:18](=[CH:19][CH:20]=3)[NH:17][N:16]=[CH:15]4)[C:5]3[N:6]([CH:8]=[CH:9][N:10]=3)[CH:7]=2)[CH:18]=[CH:33][CH:34]=1, predict the reactants needed to synthesize it. The reactants are: Br[C:2]1[N:3]=[C:4]([NH:11][C:12]2[CH:13]=[C:14]3[C:18](=[CH:19][CH:20]=2)[NH:17][N:16]=[CH:15]3)[C:5]2[N:6]([CH:8]=[CH:9][N:10]=2)[CH:7]=1.[O-]P([O-])([O-])=O.[K+].[K+].[K+].O1[CH2:34][CH2:33]OCC1. (5) Given the product [NH2:36][C@H:31]1[CH2:32][CH2:33][CH2:34][CH2:35][C@H:30]1[NH:29][C:13]1[N:14]=[C:15]([NH:16][C:17]2[CH:22]=[CH:21][CH:20]=[C:19]([C:23]3[N:24]=[CH:25][CH:26]=[CH:27][N:28]=3)[CH:18]=2)[C:10]2[C:9](=[O:46])[NH:8][CH2:45][CH2:44][C:11]=2[N:12]=1, predict the reactants needed to synthesize it. The reactants are: COC1C=CC(C[N:8]2[CH2:45][CH2:44][C:11]3[N:12]=[C:13]([NH:29][C@@H:30]4[CH2:35][CH2:34][CH2:33][CH2:32][C@@H:31]4[NH:36]C(=O)OC(C)(C)C)[N:14]=[C:15]([NH:16][C:17]4[CH:22]=[CH:21][CH:20]=[C:19]([C:23]5[N:28]=[CH:27][CH:26]=[CH:25][N:24]=5)[CH:18]=4)[C:10]=3[C:9]2=[O:46])=CC=1. (6) Given the product [NH2:20][C:3]1[C:2]([C:25]2[CH:26]=[CH:27][C:22]([OH:21])=[CH:23][CH:24]=2)=[C:7]([CH2:8][CH3:9])[C:6]([C:10]2[CH:19]=[CH:18][C:13]3[NH:14][C:15]([CH3:17])=[N:16][C:12]=3[CH:11]=2)=[CH:5][N:4]=1, predict the reactants needed to synthesize it. The reactants are: Br[C:2]1[C:3]([NH2:20])=[N:4][CH:5]=[C:6]([C:10]2[CH:19]=[CH:18][C:13]3[NH:14][C:15]([CH3:17])=[N:16][C:12]=3[CH:11]=2)[C:7]=1[CH2:8][CH3:9].[OH:21][C:22]1[CH:27]=[CH:26][C:25](B(O)O)=[CH:24][CH:23]=1.C([O-])([O-])=O.[K+].[K+].